From a dataset of Full USPTO retrosynthesis dataset with 1.9M reactions from patents (1976-2016). Predict the reactants needed to synthesize the given product. (1) The reactants are: FC(F)(F)S(O[Si](C)(C)C)(=O)=O.[CH3:13][C:14]1[N:15]([CH2:25][C:26]([O:28][CH2:29][CH3:30])=[O:27])[C:16]2[CH2:17][C:18]([CH3:24])([CH3:23])[CH2:19][CH2:20][C:21]=2[CH:22]=1.[O:31]1[CH2:36][CH2:35][N:34]([S:37]([C:40]2[CH:47]=[CH:46][CH:45]=[CH:44][C:41]=2[CH:42]=O)(=[O:39])=[O:38])[CH2:33][CH2:32]1.C([SiH](CC)CC)C. Given the product [CH3:13][C:14]1[N:15]([CH2:25][C:26]([O:28][CH2:29][CH3:30])=[O:27])[C:16]2[CH2:17][C:18]([CH3:24])([CH3:23])[CH2:19][CH2:20][C:21]=2[C:22]=1[CH2:42][C:41]1[CH:44]=[CH:45][CH:46]=[CH:47][C:40]=1[S:37]([N:34]1[CH2:35][CH2:36][O:31][CH2:32][CH2:33]1)(=[O:38])=[O:39], predict the reactants needed to synthesize it. (2) Given the product [Cl:1][C:2]1[C:7]([F:8])=[CH:6][CH:5]=[C:4]([Cl:9])[C:3]=1[C@H:10]([O:12][C:13]1[C:14]2[O:22][CH:21]=[C:20]([CH:23]3[CH2:24][CH2:25][NH:26][CH2:27][CH2:28]3)[C:15]=2[CH:16]=[N:17][C:18]=1[NH2:19])[CH3:11], predict the reactants needed to synthesize it. The reactants are: [Cl:1][C:2]1[C:7]([F:8])=[CH:6][CH:5]=[C:4]([Cl:9])[C:3]=1[C@H:10]([O:12][C:13]1[C:14]2[O:22][CH:21]=[C:20]([C:23]3[CH2:24][CH2:25][NH:26][CH2:27][CH:28]=3)[C:15]=2[CH:16]=[N:17][C:18]=1[NH2:19])[CH3:11]. (3) Given the product [CH3:26][N:2]1[CH2:3][CH2:4][CH:5]([C:8]2[NH:12][N:11]=[C:10]([C:13]3[CH:14]=[CH:15][C:16]([Cl:19])=[CH:17][CH:18]=3)[C:9]=2[C:20]2[CH:25]=[CH:24][N:23]=[CH:22][CH:21]=2)[CH2:6][CH2:7]1, predict the reactants needed to synthesize it. The reactants are: Cl.[NH:2]1[CH2:7][CH2:6][CH:5]([C:8]2[NH:12][N:11]=[C:10]([C:13]3[CH:18]=[CH:17][C:16]([Cl:19])=[CH:15][CH:14]=3)[C:9]=2[C:20]2[CH:25]=[CH:24][N:23]=[CH:22][CH:21]=2)[CH2:4][CH2:3]1.[CH2:26]=O. (4) Given the product [F:6][C:7]1[C:16]([F:17])=[C:15]2[C:10]([CH2:11][CH2:12][CH2:13][O:14]2)=[CH:9][C:8]=1[OH:19], predict the reactants needed to synthesize it. The reactants are: [Li]CCCC.[F:6][C:7]1[C:16]([F:17])=[C:15]2[C:10]([CH2:11][CH2:12][CH2:13][O:14]2)=[CH:9][CH:8]=1.B(OC)(OC)[O:19]C.OO.Cl. (5) Given the product [F:1][C:2]1[C:3]([O:20][CH3:21])=[C:4]([C:8]2([CH2:11][CH:12]([C:15]([F:18])([F:17])[F:16])[CH2:13][N:22]=[C:23]3[CH:32]=[CH:31][CH:30]=[C:29]4[C:24]3=[CH:25][NH:26][N:27]([CH3:34])[C:28]4=[O:33])[CH2:10][CH2:9]2)[CH:5]=[CH:6][CH:7]=1, predict the reactants needed to synthesize it. The reactants are: [F:1][C:2]1[C:3]([O:20][CH3:21])=[C:4]([C:8]2([CH2:11][C:12](O)([C:15]([F:18])([F:17])[F:16])[CH:13]=O)[CH2:10][CH2:9]2)[CH:5]=[CH:6][CH:7]=1.[NH2:22][C:23]1[CH:32]=[CH:31][CH:30]=[C:29]2[C:24]=1[CH:25]=[N:26][N:27]([CH3:34])[C:28]2=[O:33].O. (6) The reactants are: [NH2:1][C:2]1[N:7]=[CH:6][C:5]([O:8][C:9]2[CH:10]=[C:11]([NH:15][C:16]([C:18]3[N:22]([CH3:23])[N:21]=[C:20]([CH3:24])[CH:19]=3)=[O:17])[CH:12]=[CH:13][CH:14]=2)=[CH:4][CH:3]=1.[C:25]1([CH3:35])[CH:30]=[CH:29][C:28]([S:31](Cl)(=[O:33])=[O:32])=[CH:27][CH:26]=1.N1C=CC=CC=1. Given the product [CH3:23][N:22]1[C:18]([C:16]([NH:15][C:11]2[CH:12]=[CH:13][CH:14]=[C:9]([O:8][C:5]3[CH:6]=[N:7][C:2]([NH:1][S:31]([C:28]4[CH:29]=[CH:30][C:25]([CH3:35])=[CH:26][CH:27]=4)(=[O:33])=[O:32])=[CH:3][CH:4]=3)[CH:10]=2)=[O:17])=[CH:19][C:20]([CH3:24])=[N:21]1, predict the reactants needed to synthesize it.